Dataset: Forward reaction prediction with 1.9M reactions from USPTO patents (1976-2016). Task: Predict the product of the given reaction. (1) Given the reactants [H-].[Na+].[CH3:3][CH2:4][O:5][C:6]([CH:8](P(OCC)(OCC)=O)[CH3:9])=[O:7].[CH:18]([C:20]1[CH:25]=[CH:24][C:23]([C:26]2[CH:31]=[CH:30][CH:29]=[C:28]([CH2:32][N:33](C)[C:34](=[O:41])[C:35]3[CH:40]=[CH:39][CH:38]=[CH:37][CH:36]=3)[CH:27]=2)=[CH:22][CH:21]=1)=O.O, predict the reaction product. The product is: [CH3:9]/[C:8](=[CH:18]\[C:20]1[CH:25]=[CH:24][C:23]([C:26]2[CH:31]=[CH:30][CH:29]=[C:28]([CH2:32][NH:33][C:34]([C:35]3[CH:40]=[CH:39][CH:38]=[CH:37][CH:36]=3)=[O:41])[CH:27]=2)=[CH:22][CH:21]=1)/[C:6]([O:5][CH2:4][CH3:3])=[O:7]. (2) Given the reactants Cl.[Br:2][C:3]1[CH:4]=[C:5]([CH2:9][NH2:10])[CH:6]=[CH:7][CH:8]=1.C(N(CC)CC)C.[CH3:18][C:19]([O:22][C:23](O[C:23]([O:22][C:19]([CH3:21])([CH3:20])[CH3:18])=[O:24])=[O:24])([CH3:21])[CH3:20], predict the reaction product. The product is: [Br:2][C:3]1[CH:4]=[C:5]([CH:6]=[CH:7][CH:8]=1)[CH2:9][NH:10][C:23](=[O:24])[O:22][C:19]([CH3:21])([CH3:20])[CH3:18]. (3) Given the reactants [CH3:1][C@@H:2]1[CH2:7][N:6]([C:8](=[O:25])[C:9]2[CH:14]=[CH:13][C:12]([C:15]3[CH:24]=[CH:23][C:18]4[N:19]([CH3:22])[CH:20]=[N:21][C:17]=4[CH:16]=3)=[CH:11][CH:10]=2)[CH2:5][CH2:4][N:3]1C(OC(C)(C)C)=O.[ClH:33], predict the reaction product. The product is: [ClH:33].[CH3:22][N:19]1[C:18]2[CH:23]=[CH:24][C:15]([C:12]3[CH:11]=[CH:10][C:9]([C:8]([N:6]4[CH2:5][CH2:4][NH:3][C@H:2]([CH3:1])[CH2:7]4)=[O:25])=[CH:14][CH:13]=3)=[CH:16][C:17]=2[N:21]=[CH:20]1. (4) Given the reactants [CH3:1][S:2]([C:5]1[CH:10]=[CH:9][C:8](B(O)O)=[CH:7][CH:6]=1)(=[O:4])=[O:3].C([O-])([O-])=O.[K+].[K+].Br[C:21]1[CH:22]=[N:23][C:24]([NH:27][CH2:28][CH:29]2[CH2:34][CH2:33][N:32]([C:35]([O:37][C:38]([CH3:41])([CH3:40])[CH3:39])=[O:36])[CH2:31][CH2:30]2)=[N:25][CH:26]=1, predict the reaction product. The product is: [CH3:1][S:2]([C:5]1[CH:10]=[CH:9][C:8]([C:21]2[CH:26]=[N:25][C:24]([NH:27][CH2:28][CH:29]3[CH2:30][CH2:31][N:32]([C:35]([O:37][C:38]([CH3:41])([CH3:40])[CH3:39])=[O:36])[CH2:33][CH2:34]3)=[N:23][CH:22]=2)=[CH:7][CH:6]=1)(=[O:4])=[O:3]. (5) The product is: [CH3:8][CH:6]([CH2:5][CH2:4][CH2:3][C@H:2]([C@@H:9]1[C@:13]2([CH3:28])[C@H:12]([C:17]3[C@H:16]([CH2:15][CH2:14]2)[C@:21]2([CH3:27])[C:20]([CH2:25][C:24](=[O:26])[CH2:23][CH2:22]2)=[CH:19][CH:18]=3)[CH2:11][CH2:10]1)[CH3:1])[CH3:7]. Given the reactants [CH3:1][C@@H:2]([C@@H:9]1[C@@:13]2([CH3:28])[CH2:14][CH2:15][C@@H:16]3[C@@:21]4([CH3:27])[CH2:22][CH2:23][C@H:24]([OH:26])[CH2:25][C:20]4=[CH:19][CH:18]=[C:17]3[C@@H:12]2[CH2:11][CH2:10]1)[CH2:3][CH2:4][CH2:5][CH:6]([CH3:8])[CH3:7].CC(C)[O-].[Al+3].CC(C)[O-].CC(C)[O-].Cl, predict the reaction product. (6) Given the reactants [C:1]([O:5][C:6](=[O:17])[NH:7][C@H:8]([C:10]1[CH:15]=[CH:14][CH:13]=[C:12]([OH:16])[CH:11]=1)[CH3:9])([CH3:4])([CH3:3])[CH3:2].Cl[C:19]1[CH:24]=[N:23][CH:22]=[CH:21][N:20]=1.C(=O)([O-])[O-].[K+].[K+].N1C=CC=CC=1, predict the reaction product. The product is: [C:1]([O:5][C:6](=[O:17])[NH:7][C@H:8]([C:10]1[CH:15]=[CH:14][CH:13]=[C:12]([O:16][C:19]2[CH:24]=[N:23][CH:22]=[CH:21][N:20]=2)[CH:11]=1)[CH3:9])([CH3:2])([CH3:3])[CH3:4]. (7) Given the reactants Cl[C:2]1[C:7]2[N:8]=[C:9]([NH:12][C:13]3[CH:18]=[CH:17][C:16]([C:19]4[CH:20]=[N:21][N:22]([CH3:24])[CH:23]=4)=[CH:15][C:14]=3[O:25][CH3:26])[N:10]=[CH:11][C:6]=2[CH:5]=[CH:4][N:3]=1.[CH3:27][C:28]([S:31]([NH2:33])=[O:32])([CH3:30])[CH3:29].C(=O)([O-])[O-].[Cs+].[Cs+].CC1(C)C2C(=C(P(C3C=CC=CC=3)C3C=CC=CC=3)C=CC=2)OC2C(P(C3C=CC=CC=3)C3C=CC=CC=3)=CC=CC1=2, predict the reaction product. The product is: [CH3:26][O:25][C:14]1[CH:15]=[C:16]([C:19]2[CH:20]=[N:21][N:22]([CH3:24])[CH:23]=2)[CH:17]=[CH:18][C:13]=1[NH:12][C:9]1[N:10]=[CH:11][C:6]2[CH:5]=[CH:4][N:3]=[C:2]([NH:33][S:31]([C:28]([CH3:30])([CH3:29])[CH3:27])=[O:32])[C:7]=2[N:8]=1. (8) Given the reactants [CH3:1][O:2][CH2:3][C:4]1[CH:5]=[C:6]([C:10]2[O:14][CH:13]=[N:12][C:11]=2[C:15]([O:17]C)=O)[CH:7]=[CH:8][CH:9]=1.[Li+].[BH4-].[C:21](O)(=O)C, predict the reaction product. The product is: [CH3:1][O:2][CH2:3][C:4]1[CH:5]=[C:6]([C:10]2[O:14][C:13]([CH3:21])=[N:12][C:11]=2[CH2:15][OH:17])[CH:7]=[CH:8][CH:9]=1. (9) Given the reactants [CH3:1][O:2][C:3](=[O:11])[C:4]1[CH:9]=[CH:8][C:7]([NH2:10])=[CH:6][CH:5]=1.[Br:12][C:13]1[CH:14]=[CH:15][C:16]([CH2:21][CH3:22])=[C:17]([CH:20]=1)[CH:18]=O.[CH2:23]=[C:24]([CH3:26])[CH3:25].FC(F)(F)S([O-])(=O)=O.[Yb+3].FC(F)(F)S([O-])(=O)=O.FC(F)(F)S([O-])(=O)=O, predict the reaction product. The product is: [CH3:1][O:2][C:3]([C:4]1[CH:5]=[C:6]2[C:7](=[CH:8][CH:9]=1)[NH:10][CH:18]([C:17]1[CH:20]=[C:13]([Br:12])[CH:14]=[CH:15][C:16]=1[CH2:21][CH3:22])[CH2:23][C:24]2([CH3:26])[CH3:25])=[O:11]. (10) Given the reactants [F:1][C:2]1[CH:39]=[CH:38][C:5]([O:6][CH:7]([CH2:13][C:14]2[CH:19]=[CH:18][C:17]([O:20][CH2:21][CH2:22][NH:23][C:24](=[O:37])[C:25]3[CH:30]=[CH:29][C:28]([C:31]4[CH:36]=[CH:35][CH:34]=[CH:33][N:32]=4)=[CH:27][CH:26]=3)=[CH:16][CH:15]=2)[C:8]([O:10]CC)=[O:9])=[CH:4][CH:3]=1.[OH-].[Na+], predict the reaction product. The product is: [F:1][C:2]1[CH:3]=[CH:4][C:5]([O:6][CH:7]([CH2:13][C:14]2[CH:15]=[CH:16][C:17]([O:20][CH2:21][CH2:22][NH:23][C:24](=[O:37])[C:25]3[CH:30]=[CH:29][C:28]([C:31]4[CH:36]=[CH:35][CH:34]=[CH:33][N:32]=4)=[CH:27][CH:26]=3)=[CH:18][CH:19]=2)[C:8]([OH:10])=[O:9])=[CH:38][CH:39]=1.